Dataset: Reaction yield outcomes from USPTO patents with 853,638 reactions. Task: Predict the reaction yield, written as a fraction of the theoretical maximum amount of product (1.0 means a 100% yield; for example, 0.34 means a 34% yield). (1) The reactants are [CH3:1][CH:2]([OH:7])[CH2:3][CH2:4][CH:5]=[CH2:6].C(N(CC)CC)C.[CH3:15][S:16](Cl)(=[O:18])=[O:17]. The catalyst is ClCCl. The product is [CH3:15][S:16]([O:7][CH:2]([CH2:3][CH2:4][CH:5]=[CH2:6])[CH3:1])(=[O:18])=[O:17]. The yield is 0.820. (2) The reactants are [N:1]#[C:2]Br.C(=O)([O-])[O-].[K+].[K+].[F:10][C:11]1[CH:16]=[C:15]([S:17]([CH3:20])(=[O:19])=[O:18])[CH:14]=[CH:13][C:12]=1[NH:21][C@H:22]1[CH2:26][CH2:25][N:24]([CH:27]2[CH2:32][CH2:31][NH:30][CH2:29][CH2:28]2)[C:23]1=[O:33]. The catalyst is C(#N)C. The product is [F:10][C:11]1[CH:16]=[C:15]([S:17]([CH3:20])(=[O:19])=[O:18])[CH:14]=[CH:13][C:12]=1[NH:21][C@H:22]1[CH2:26][CH2:25][N:24]([CH:27]2[CH2:32][CH2:31][N:30]([C:2]#[N:1])[CH2:29][CH2:28]2)[C:23]1=[O:33]. The yield is 0.750. (3) The yield is 0.850. The catalyst is O1CCCC1.C(#N)C.C(=O)(O)[O-].[Na+].C(OCC)(=O)C.CS(C)=O. The product is [Cl:7][C:8]1[CH:9]=[CH:10][C:11]([CH:30]=[O:31])=[C:12]2[C:16]=1[N:15]=[C:14]1[N:17]([C:21]3[C:26]([Cl:27])=[CH:25][C:24]([Cl:28])=[CH:23][C:22]=3[Cl:29])[CH2:18][CH2:19][CH2:20][N:13]21. The reactants are [H-].[Al+3].[Li+].[H-].[H-].[H-].[Cl:7][C:8]1[CH:9]=[CH:10][C:11]([C:30](OC)=[O:31])=[C:12]2[C:16]=1[N:15]=[C:14]1[N:17]([C:21]3[C:26]([Cl:27])=[CH:25][C:24]([Cl:28])=[CH:23][C:22]=3[Cl:29])[CH2:18][CH2:19][CH2:20][N:13]21.O.O.O.O.O.O.O.O.O.O.S([O-])([O-])(=O)=O.[Na+].[Na+].CC(OI1(OC(C)=O)(OC(C)=O)OC(=O)C2C=CC=CC1=2)=O.